This data is from Reaction yield outcomes from USPTO patents with 853,638 reactions. The task is: Predict the reaction yield, written as a fraction of the theoretical maximum amount of product (1.0 means a 100% yield; for example, 0.34 means a 34% yield). The reactants are [CH3:1][C:2]([CH3:5])([O-])[CH3:3].[K+].[CH3:7][O:8][C:9](=[O:26])[C@@H:10]1CC(=O)C[N:11]1[C:16]([O:18][CH2:19][C:20]1[CH:25]=[CH:24][CH:23]=[CH:22][CH:21]=1)=[O:17].[Cl-].[NH4+]. The catalyst is [Br-].C[P+](C1C=CC=CC=1)(C1C=CC=CC=1)C1C=CC=CC=1.C(OCC)C. The product is [CH3:7][O:8][C:9](=[O:26])[C@@H:10]1[CH2:3][C:2](=[CH2:5])[CH2:1][N:11]1[C:16]([O:18][CH2:19][C:20]1[CH:25]=[CH:24][CH:23]=[CH:22][CH:21]=1)=[O:17]. The yield is 0.720.